This data is from Peptide-MHC class I binding affinity with 185,985 pairs from IEDB/IMGT. The task is: Regression. Given a peptide amino acid sequence and an MHC pseudo amino acid sequence, predict their binding affinity value. This is MHC class I binding data. (1) The peptide sequence is YLFGGFSTL. The MHC is HLA-A02:01 with pseudo-sequence HLA-A02:01. The binding affinity (normalized) is 1.00. (2) The peptide sequence is RRPGNKTVL. The MHC is HLA-B27:05 with pseudo-sequence HLA-B27:05. The binding affinity (normalized) is 0.327. (3) The peptide sequence is ISDSNPYLTQW. The MHC is Mamu-B52 with pseudo-sequence Mamu-B52. The binding affinity (normalized) is 0.0928. (4) The peptide sequence is VVKDKIKLPT. The MHC is HLA-A68:02 with pseudo-sequence HLA-A68:02. The binding affinity (normalized) is 0.0146. (5) The peptide sequence is MAVGLVSILA. The MHC is HLA-A68:02 with pseudo-sequence HLA-A68:02. The binding affinity (normalized) is 0.892. (6) The peptide sequence is NQQGITPNY. The MHC is HLA-A02:01 with pseudo-sequence HLA-A02:01. The binding affinity (normalized) is 0.0847.